Dataset: Full USPTO retrosynthesis dataset with 1.9M reactions from patents (1976-2016). Task: Predict the reactants needed to synthesize the given product. (1) Given the product [NH2:8][C:3]1[C:2]([C:12]2[CH:13]=[CH:14][C:15]([C:16]([O:18][CH3:19])=[O:17])=[C:10]([F:9])[CH:11]=2)=[CH:7][CH:6]=[CH:5][N:4]=1, predict the reactants needed to synthesize it. The reactants are: Br[C:2]1[C:3]([NH2:8])=[N:4][CH:5]=[CH:6][CH:7]=1.[F:9][C:10]1[CH:11]=[C:12](B(O)O)[CH:13]=[CH:14][C:15]=1[C:16]([O:18][CH3:19])=[O:17].COCCOC.C([O-])([O-])=O.[Na+].[Na+]. (2) Given the product [F:28][C:2]1[N:3]=[N:4][C:5]([CH3:27])=[C:6]([C:17]2[CH:26]=[CH:25][C:24]3[C:19](=[CH:20][CH:21]=[CH:22][CH:23]=3)[CH:18]=2)[C:7]=1[C:8]1[C:13]([F:14])=[CH:12][C:11]([F:15])=[CH:10][C:9]=1[F:16], predict the reactants needed to synthesize it. The reactants are: Cl[C:2]1[N:3]=[N:4][C:5]([CH3:27])=[C:6]([C:17]2[CH:26]=[CH:25][C:24]3[C:19](=[CH:20][CH:21]=[CH:22][CH:23]=3)[CH:18]=2)[C:7]=1[C:8]1[C:13]([F:14])=[CH:12][C:11]([F:15])=[CH:10][C:9]=1[F:16].[F-:28].[K+].CS(C)=O. (3) Given the product [CH3:25][O:2][CH:1]([O:20][CH3:19])[C:3]1[CH:4]=[C:5]([C:9]2[CH:14]=[CH:13][C:12]([C:15]([O:17][CH3:18])=[O:16])=[CH:11][CH:10]=2)[CH:6]=[CH:7][CH:8]=1, predict the reactants needed to synthesize it. The reactants are: [CH:1]([C:3]1[CH:4]=[C:5]([C:9]2[CH:14]=[CH:13][C:12]([C:15]([O:17][CH3:18])=[O:16])=[CH:11][CH:10]=2)[CH:6]=[CH:7][CH:8]=1)=[O:2].[CH:19]([O-])([O-])[O:20]C.F[C:25](F)(C(F)F)COC1C=CC(C(NCCOC2C=CC(CC(OC3C=CC(C(C)C)=CC=3)C(O)=O)=CC=2)=O)=CN=1. (4) The reactants are: [F:1][C:2]1[CH:7]=[CH:6][C:5]([C:8]2[O:9][CH:10]=[C:11]([NH:13][C:14](=[O:22])[C:15]3[CH:20]=[CH:19][C:18](I)=[CH:17][CH:16]=3)[N:12]=2)=[CH:4][C:3]=1[C:23]([F:26])([F:25])[F:24].[N:27]1[CH:32]=[CH:31][C:30]([NH2:33])=[N:29][CH:28]=1.C(=O)([O-])[O-].[Cs+].[Cs+].CC1(C)C2C(=C(P(C3C=CC=CC=3)C3C=CC=CC=3)C=CC=2)OC2C(P(C3C=CC=CC=3)C3C=CC=CC=3)=CC=CC1=2. Given the product [F:1][C:2]1[CH:7]=[CH:6][C:5]([C:8]2[O:9][CH:10]=[C:11]([NH:13][C:14](=[O:22])[C:15]3[CH:20]=[CH:19][C:18]([NH:33][C:30]4[CH:31]=[CH:32][N:27]=[CH:28][N:29]=4)=[CH:17][CH:16]=3)[N:12]=2)=[CH:4][C:3]=1[C:23]([F:26])([F:25])[F:24], predict the reactants needed to synthesize it. (5) Given the product [CH3:1][N:2]1[C:3]([C:7]2[CH:12]=[CH:11][C:10]([C:13]([F:14])([F:15])[F:16])=[CH:9][CH:8]=2)=[CH:4][CH:5]=[C:6]1[C:23]1[CH:33]=[CH:32][C:26]([C:27]([O:29][CH2:30][CH3:31])=[O:28])=[CH:25][CH:24]=1, predict the reactants needed to synthesize it. The reactants are: [CH3:1][N:2]1[CH:6]=[CH:5][CH:4]=[C:3]1[C:7]1[CH:12]=[CH:11][C:10]([C:13]([F:16])([F:15])[F:14])=[CH:9][CH:8]=1.C([Li])(C)(C)C.I[C:23]1[CH:33]=[CH:32][C:26]([C:27]([O:29][CH2:30][CH3:31])=[O:28])=[CH:25][CH:24]=1.Cl. (6) Given the product [Br:23][CH2:24][CH2:25][CH2:26][N:6]1[C:7]2([CH2:14][CH2:13][N:12]([C:15]([O:17][C:18]([CH3:19])([CH3:21])[CH3:20])=[O:16])[CH2:11][CH2:10]2)[C:8](=[O:9])[N:4]([CH3:3])[C:5]1=[O:22], predict the reactants needed to synthesize it. The reactants are: [H-].[Na+].[CH3:3][N:4]1[C:8](=[O:9])[C:7]2([CH2:14][CH2:13][N:12]([C:15]([O:17][C:18]([CH3:21])([CH3:20])[CH3:19])=[O:16])[CH2:11][CH2:10]2)[NH:6][C:5]1=[O:22].[Br:23][CH2:24][CH2:25][CH2:26]Br.